Dataset: Full USPTO retrosynthesis dataset with 1.9M reactions from patents (1976-2016). Task: Predict the reactants needed to synthesize the given product. (1) Given the product [S:20]1[CH:21]=[CH:22][CH:23]=[C:19]1[C:16]1[S:17][CH:18]=[C:14]([CH2:13][NH:11][C:1]23[CH2:8][CH:7]4[CH2:6][CH:5]([CH2:4][CH:3]([CH2:9]4)[CH2:2]2)[CH2:10]3)[N:15]=1, predict the reactants needed to synthesize it. The reactants are: [C:1]12([NH2:11])[CH2:10][CH:5]3[CH2:6][CH:7]([CH2:9][CH:3]([CH2:4]3)[CH2:2]1)[CH2:8]2.Cl[CH2:13][C:14]1[N:15]=[C:16]([C:19]2[S:20][CH:21]=[CH:22][CH:23]=2)[S:17][CH:18]=1. (2) Given the product [C:37]([OH:44])(=[O:43])/[CH:38]=[CH:39]\[C:40]([OH:42])=[O:41].[C:37]([OH:44])(=[O:43])/[CH:38]=[CH:39]\[C:40]([OH:42])=[O:41].[CH3:1][N:2]1[CH2:3][CH2:4][N:5]([C@H:8]2[CH2:13][CH2:12][C@H:11]([N:14]3[C:18]4=[N:19][CH:20]=[N:21][C:22]([NH2:23])=[C:17]4[C:16]([C:24]4[CH:29]=[CH:28][C:27]([O:30][C:31]5[CH:32]=[CH:33][CH:34]=[CH:35][CH:36]=5)=[CH:26][CH:25]=4)=[N:15]3)[CH2:10][CH2:9]2)[CH2:6][CH2:7]1, predict the reactants needed to synthesize it. The reactants are: [CH3:1][N:2]1[CH2:7][CH2:6][N:5]([C@H:8]2[CH2:13][CH2:12][C@H:11]([N:14]3[C:18]4=[N:19][CH:20]=[N:21][C:22]([NH2:23])=[C:17]4[C:16]([C:24]4[CH:29]=[CH:28][C:27]([O:30][C:31]5[CH:36]=[CH:35][CH:34]=[CH:33][CH:32]=5)=[CH:26][CH:25]=4)=[N:15]3)[CH2:10][CH2:9]2)[CH2:4][CH2:3]1.[C:37]([OH:44])(=[O:43])/[CH:38]=[CH:39]\[C:40]([OH:42])=[O:41]. (3) The reactants are: [CH3:1][C:2]([N:7]1[CH:11]=[C:10]([C:12]2[C:13]3[CH:20]=[CH:19][N:18](COCC[Si](C)(C)C)[C:14]=3[N:15]=[CH:16][N:17]=2)[CH:9]=[N:8]1)([CH3:6])[CH2:3][CH2:4][OH:5]. Given the product [CH3:6][C:2]([N:7]1[CH:11]=[C:10]([C:12]2[C:13]3[CH:20]=[CH:19][NH:18][C:14]=3[N:15]=[CH:16][N:17]=2)[CH:9]=[N:8]1)([CH3:1])[CH2:3][CH2:4][OH:5], predict the reactants needed to synthesize it.